Dataset: Forward reaction prediction with 1.9M reactions from USPTO patents (1976-2016). Task: Predict the product of the given reaction. Given the reactants [OH:1][C:2]1([C:16]2[CH:21]=[CH:20][CH:19]=[C:18]([N:22]3[C:30]4[CH:29]=[C:28]([C:31]5[CH:32]=[N:33][N:34]([CH3:36])[CH:35]=5)[N:27]=[CH:26][C:25]=4[CH:24]=[N:23]3)[N:17]=2)[CH2:8][CH2:7][CH2:6][N:5](C(OC(C)(C)C)=O)[CH2:4][CH2:3]1.Cl, predict the reaction product. The product is: [CH3:36][N:34]1[CH:35]=[C:31]([C:28]2[N:27]=[CH:26][C:25]3[CH:24]=[N:23][N:22]([C:18]4[N:17]=[C:16]([C:2]5([OH:1])[CH2:8][CH2:7][CH2:6][NH:5][CH2:4][CH2:3]5)[CH:21]=[CH:20][CH:19]=4)[C:30]=3[CH:29]=2)[CH:32]=[N:33]1.